Task: Predict the reaction yield, written as a fraction of the theoretical maximum amount of product (1.0 means a 100% yield; for example, 0.34 means a 34% yield).. Dataset: Reaction yield outcomes from USPTO patents with 853,638 reactions (1) The reactants are [NH2:1][C:2]1=[N:3][C:4](=[O:32])[NH:5]/[C:6]/1=[CH:7]\[C:8]1[CH:13]=[CH:12][C:11]([O:14][CH2:15][C:16]2[CH:21]=[CH:20][C:19]([C:22]([F:25])([F:24])[F:23])=[CH:18][C:17]=2[C:26]([F:29])([F:28])[F:27])=[C:10]([O:30][CH3:31])[CH:9]=1.[C:33]([O:37][CH3:38])(=[O:36])[CH:34]=[CH2:35]. The catalyst is C(O)C. The product is [F:29][C:26]([F:27])([F:28])[C:17]1[CH:18]=[C:19]([C:22]([F:25])([F:23])[F:24])[CH:20]=[CH:21][C:16]=1[CH2:15][O:14][C:11]1[CH:12]=[CH:13][C:8](/[CH:7]=[C:6]2/[C:2]([NH:1][CH2:35][CH2:34][C:33]([O:37][CH3:38])=[O:36])=[N:3][C:4](=[O:32])[NH:5]/2)=[CH:9][C:10]=1[O:30][CH3:31]. The yield is 0.550. (2) The yield is 0.920. The reactants are [ClH:1].S(=O)(=O)(O)O.[CH2:7]([C@@H:9]([CH:13]1[CH2:22][CH2:21][C:20]2[C:15](=[CH:16][CH:17]=[C:18]([NH2:23])[CH:19]=2)[O:14]1)[C:10]([OH:12])=[O:11])[CH3:8]. The catalyst is C(O)C. The product is [ClH:1].[CH2:7]([C@@H:9]([CH:13]1[CH2:22][CH2:21][C:20]2[C:15](=[CH:16][CH:17]=[C:18]([NH2:23])[CH:19]=2)[O:14]1)[C:10]([OH:12])=[O:11])[CH3:8].